Dataset: Forward reaction prediction with 1.9M reactions from USPTO patents (1976-2016). Task: Predict the product of the given reaction. (1) Given the reactants OC[C@@H:3]([NH:16]C(=O)OC(C)(C)C)[CH2:4][NH:5][C:6](=[O:15])[O:7][CH2:8][C:9]1[CH:14]=[CH:13][CH:12]=[CH:11][CH:10]=1.[ClH:24].[O:25]1CCOC[CH2:26]1, predict the reaction product. The product is: [ClH:24].[NH2:16][CH2:3][C@H:4]([NH:5][C:6](=[O:15])[O:7][CH2:8][C:9]1[CH:10]=[CH:11][CH:12]=[CH:13][CH:14]=1)[CH2:26][OH:25]. (2) Given the reactants [Cl:1][C:2]1[CH:7]=[CH:6][N:5]2[C:8]([C:11]([O:13]CC)=O)=[CH:9][N:10]=[C:4]2[CH:3]=1.[CH:16]1([C:19]2[C:27]3[C:26]([NH2:28])=[CH:25][CH:24]=[CH:23][C:22]=3[N:21]([CH2:29][C:30]3[CH:35]=[CH:34][CH:33]=[C:32]([CH3:36])[N:31]=3)[N:20]=2)[CH2:18][CH2:17]1.C[Si]([N-][Si](C)(C)C)(C)C.[Li+], predict the reaction product. The product is: [Cl:1][C:2]1[CH:7]=[CH:6][N:5]2[C:8]([C:11]([NH:28][C:26]3[CH:25]=[CH:24][CH:23]=[C:22]4[C:27]=3[C:19]([CH:16]3[CH2:18][CH2:17]3)=[N:20][N:21]4[CH2:29][C:30]3[CH:35]=[CH:34][CH:33]=[C:32]([CH3:36])[N:31]=3)=[O:13])=[CH:9][N:10]=[C:4]2[CH:3]=1.